From a dataset of Retrosynthesis with 50K atom-mapped reactions and 10 reaction types from USPTO. Predict the reactants needed to synthesize the given product. (1) Given the product O=C(O)C1CCN(Cc2ccccc2)CC1, predict the reactants needed to synthesize it. The reactants are: CCOC(=O)C1CCN(Cc2ccccc2)CC1. (2) Given the product O=C(CSCc1ccc(Cl)cc1)C12CC3CC(CC(C3)C1)C2, predict the reactants needed to synthesize it. The reactants are: O=C(CBr)C12CC3CC(CC(C3)C1)C2.SCc1ccc(Cl)cc1. (3) Given the product CC(C)CN(C[C@@H](O)[C@H](Cc1ccccc1)NC(=O)O[C@H]1CO[C@H]2OCC[C@@H]12)S(=O)(=O)c1ccc(N)cc1, predict the reactants needed to synthesize it. The reactants are: CC(C)CN(CC(O)C(N)Cc1ccccc1)S(=O)(=O)c1ccc(N)cc1.O=C(O)O[C@H]1CO[C@H]2OCC[C@@H]12. (4) Given the product CCOc1cc(CN2CCC(Nc3nc4cccc(OC)c4o3)CC2)cc(OCC)c1-n1cccc1, predict the reactants needed to synthesize it. The reactants are: CCOc1cc(C=O)cc(OCC)c1-n1cccc1.COc1cccc2nc(NC3CCNCC3)oc12. (5) Given the product Brc1cccc(-c2ccccn2)n1, predict the reactants needed to synthesize it. The reactants are: Brc1cccc(Br)n1.CCCC[Sn](CCCC)(CCCC)c1ccccn1. (6) Given the product COC(=O)[C@@H]1C[C@]2(CN1C(=O)OC(C)(C)C)C(=O)Nc1ccccc12, predict the reactants needed to synthesize it. The reactants are: CC(C)(C)OC(=O)OC(=O)OC(C)(C)C.COC(=O)[C@@H]1CC2(CN1)C(=O)Nc1ccccc12. (7) Given the product CC(C)(C)OC(=O)c1c(-c2ccccc2)csc1NC(=O)CCCCC(=O)N1CCC(c2ccccc2)CC1, predict the reactants needed to synthesize it. The reactants are: CC(C)(C)OC(=O)c1c(-c2ccccc2)csc1NC(=O)CCCCC(=O)O.c1ccc(C2CCNCC2)cc1. (8) Given the product O=C1CCc2cc(OC3CCNCC3)ccc2N1c1ccc(F)cc1, predict the reactants needed to synthesize it. The reactants are: CC(C)(C)OC(=O)N1CCC(Oc2ccc3c(c2)CCC(=O)N3c2ccc(F)cc2)CC1.